Dataset: Full USPTO retrosynthesis dataset with 1.9M reactions from patents (1976-2016). Task: Predict the reactants needed to synthesize the given product. (1) Given the product [Cl:25][C:26]1[C:27]([NH:47][C:48]2[CH:53]=[CH:52][CH:51]=[CH:50][C:49]=2[C:54]2[NH:55][CH:56]=[C:57]([C:59]([F:61])([F:60])[F:62])[N:58]=2)=[N:28][C:29]([NH:32][C:33]2[CH:46]=[CH:45][C:36]3[NH:37][C:38](=[O:44])[CH2:39][CH2:40][C:41]([CH3:43])([CH3:42])[C:35]=3[CH:34]=2)=[N:30][CH:31]=1, predict the reactants needed to synthesize it. The reactants are: ClC1N=C(NC2C=CC=CC=2C2NC=C(C(F)(F)F)N=2)C(Cl)=CN=1.[Cl:25][C:26]1[C:27]([NH:47][C:48]2[CH:53]=[CH:52][CH:51]=[CH:50][C:49]=2[C:54]2[NH:55][CH:56]=[C:57]([C:59]([F:62])([F:61])[F:60])[N:58]=2)=[N:28][C:29]([NH:32][C:33]2[CH:46]=[CH:45][C:36]3[NH:37][C:38](=[O:44])[CH2:39][CH2:40][C:41]([CH3:43])([CH3:42])[C:35]=3[CH:34]=2)=[N:30][CH:31]=1.NC1C=CC2NC(=O)CCC(C)(C)C=2C=1.C12(CS(O)(=O)=O)C(C)(C)C(CC1)CC2=O.C(O)(C)C. (2) Given the product [Br:9][C:5]1[C:6]([N:10]2[CH2:15][CH2:14][O:13][CH2:12][CH2:11]2)=[N:7][C:2]([Cl:1])=[N:3][CH:4]=1, predict the reactants needed to synthesize it. The reactants are: [Cl:1][C:2]1[N:7]=[C:6](Cl)[C:5]([Br:9])=[CH:4][N:3]=1.[NH:10]1[CH2:15][CH2:14][O:13][CH2:12][CH2:11]1. (3) Given the product [Br:8][C:9]1[CH:10]=[CH:11][C:12]([C:15]([CH:17]2[CH2:21][CH2:20][CH2:19][CH:18]2[C:22]([O:24][CH3:1])=[O:23])=[O:16])=[N:13][CH:14]=1, predict the reactants needed to synthesize it. The reactants are: [CH3:1][Si](C=[N+]=[N-])(C)C.[Br:8][C:9]1[CH:10]=[CH:11][C:12]([C:15]([CH:17]2[CH2:21][CH2:20][CH2:19][CH:18]2[C:22]([OH:24])=[O:23])=[O:16])=[N:13][CH:14]=1. (4) The reactants are: Br[CH:2]=[C:3]([C:5]1[CH:10]=[CH:9][N:8]=[CH:7][CH:6]=1)[CH3:4].P([O-])([O-])([O-])=O.[K+].[K+].[K+].N1CCC[C@H]1C(O)=[O:22].N#N.[CH2:29]([N:32]1[CH2:45][CH2:44][C:35]2[NH:36][C:37]3[CH:38]=[CH:39][C:40]([CH3:43])=[CH:41][C:42]=3[C:34]=2[CH2:33]1)C=C. Given the product [CH3:43][C:40]1[CH:39]=[CH:38][C:37]2[N:36](/[CH:2]=[C:3](/[C:5]3[CH:10]=[CH:9][N:8]=[CH:7][CH:6]=3)\[CH3:4])[C:35]3[CH2:44][CH2:45][N:32]([CH:29]=[O:22])[CH2:33][C:34]=3[C:42]=2[CH:41]=1, predict the reactants needed to synthesize it. (5) Given the product [N:13]1([CH2:12][C:11]2[CH:18]=[CH:19][C:8]([C:6]#[C:7][C:20]([OH:22])=[O:21])=[CH:9][CH:10]=2)[CH2:17][CH2:16][CH2:15][CH2:14]1, predict the reactants needed to synthesize it. The reactants are: C([Li])CCC.[C:6]([C:8]1[CH:19]=[CH:18][C:11]([CH2:12][N:13]2[CH2:17][CH2:16][CH2:15][CH2:14]2)=[CH:10][CH:9]=1)#[CH:7].[C:20](=[O:22])=[O:21].Cl. (6) Given the product [CH3:32][O:33][C:34]1[CH:35]=[CH:36][C:37]([NH:42][C:2]2[C:3]3[N:4]([N:29]=[CH:30][N:31]=3)[CH:5]=[C:6]([C:8]3[CH:9]=[C:10]([CH:26]=[CH:27][CH:28]=3)[C:11]([NH:13][C:14]3[CH:23]=[CH:22][C:17]([C:18]([O:20][CH3:21])=[O:19])=[C:16]([O:24][CH3:25])[CH:15]=3)=[O:12])[CH:7]=2)=[N:38][C:39]=1[O:40][CH3:41], predict the reactants needed to synthesize it. The reactants are: Br[C:2]1[C:3]2[N:4]([N:29]=[CH:30][N:31]=2)[CH:5]=[C:6]([C:8]2[CH:9]=[C:10]([CH:26]=[CH:27][CH:28]=2)[C:11]([NH:13][C:14]2[CH:23]=[CH:22][C:17]([C:18]([O:20][CH3:21])=[O:19])=[C:16]([O:24][CH3:25])[CH:15]=2)=[O:12])[CH:7]=1.[CH3:32][O:33][C:34]1[CH:35]=[CH:36][C:37]([NH2:42])=[N:38][C:39]=1[O:40][CH3:41].CC(C1C=C(C(C)C)C(C2C=CC=CC=2P(C2CCCCC2)C2CCCCC2)=C(C(C)C)C=1)C.C([O-])([O-])=O.[Cs+].[Cs+]. (7) Given the product [CH3:17][N:18]1[CH2:23][CH2:22][N:21]([C:24]2[CH:25]=[CH:26][C:27]([C:2]3[CH:16]=[N:15][C:5]4[NH:6][C:7]5[CH:12]=[N:11][C:10]([CH2:13][OH:14])=[CH:9][C:8]=5[C:4]=4[CH:3]=3)=[CH:28][CH:29]=2)[CH2:20][CH2:19]1, predict the reactants needed to synthesize it. The reactants are: Br[C:2]1[CH:16]=[N:15][C:5]2[NH:6][C:7]3[CH:12]=[N:11][C:10]([CH2:13][OH:14])=[CH:9][C:8]=3[C:4]=2[CH:3]=1.[CH3:17][N:18]1[CH2:23][CH2:22][N:21]([C:24]2[CH:29]=[CH:28][C:27](B3OC(C)(C)C(C)(C)O3)=[CH:26][CH:25]=2)[CH2:20][CH2:19]1.